Dataset: Reaction yield outcomes from USPTO patents with 853,638 reactions. Task: Predict the reaction yield, written as a fraction of the theoretical maximum amount of product (1.0 means a 100% yield; for example, 0.34 means a 34% yield). (1) The reactants are C[O:2][CH:3](OC)[C:4]1[CH:5]=[CH:6][C:7]([CH2:11][CH3:12])=[C:8]([CH:10]=1)N.N([O-])=[O:16].[Na+].NC(N)=O. The catalyst is S(=O)(=O)(O)O.O.[Cu-]=O. The product is [CH2:11]([C:7]1[CH:6]=[CH:5][C:4]([CH:3]=[O:2])=[CH:10][C:8]=1[OH:16])[CH3:12]. The yield is 0.350. (2) The reactants are [F:1][C:2]1[C:7]2[O:8][CH2:9][O:10][C:6]=2[CH:5]=[C:4]([CH2:11]O)[CH:3]=1.C([O-])(O)=O.[Na+].O=S(Cl)[Cl:20]. No catalyst specified. The product is [Cl:20][CH2:11][C:4]1[CH:3]=[C:2]([F:1])[C:7]2[O:8][CH2:9][O:10][C:6]=2[CH:5]=1. The yield is 0.920. (3) The reactants are [NH2:1][C:2](=[N:26][OH:27])[C:3]1[CH:25]=[CH:24][C:6]([O:7][CH2:8][CH2:9][CH2:10][N:11]2[CH2:16][CH2:15][N:14]([C:17]([O:19][C:20]([CH3:23])([CH3:22])[CH3:21])=[O:18])[CH2:13][CH2:12]2)=[CH:5][CH:4]=1.C(N(CC)CC)C.[C:35](Cl)(=[O:37])[CH3:36]. The catalyst is CC(C)=O. The product is [C:35]([O:27][NH:26][CH:2]([NH2:1])[C:3]1[CH:25]=[CH:24][C:6]([O:7][CH2:8][CH2:9][CH2:10][N:11]2[CH2:12][CH2:13][N:14]([C:17]([O:19][C:20]([CH3:23])([CH3:22])[CH3:21])=[O:18])[CH2:15][CH2:16]2)=[CH:5][CH:4]=1)(=[O:37])[CH3:36]. The yield is 0.870. (4) The reactants are C(OC(=O)[NH:7][C@H:8]1[CH2:13][CH2:12][C@@H:11]([C:14](=[O:16])[NH2:15])[CH2:10][CH2:9]1)(C)(C)C.C(Cl)[Cl:19].C(O)(C(F)(F)F)=O. No catalyst specified. The product is [ClH:19].[NH2:7][C@@H:8]1[CH2:13][CH2:12][C@H:11]([C:14]([NH2:15])=[O:16])[CH2:10][CH2:9]1. The yield is 1.00. (5) The reactants are [CH3:1][C:2]1[CH:7]=[CH:6][C:5]([C:8]2[C:9]([C:16]3[CH:21]=[CH:20][C:19]([CH3:22])=[CH:18][CH:17]=3)=[C:10]([CH2:14]O)[CH:11]=[CH:12][CH:13]=2)=[CH:4][CH:3]=1.S(Cl)(Cl)=O.[NH:27]1[CH2:32][CH2:31][CH2:30][CH2:29][CH2:28]1. The catalyst is C(Cl)(Cl)Cl.C(#N)C. The product is [CH3:1][C:2]1[CH:7]=[CH:6][C:5]([C:8]2[C:9]([C:16]3[CH:21]=[CH:20][C:19]([CH3:22])=[CH:18][CH:17]=3)=[C:10]([CH2:14][N:27]3[CH2:32][CH2:31][CH2:30][CH2:29][CH2:28]3)[CH:11]=[CH:12][CH:13]=2)=[CH:4][CH:3]=1. The yield is 0.810. (6) The reactants are FC(F)(F)C(O)=O.[Cl:8][C:9]1[C:10]([NH:31][C@@H:32]2[C@@H:37]3[CH2:38][C@@H:34]([CH:35]=[CH:36]3)[C@@H:33]2[C:39]([NH2:41])=[O:40])=[C:11]2[N:17]=[C:16]([C:18]3[CH:23]=[CH:22][C:21](CN4CCOCC4)=[CH:20][CH:19]=3)[NH:15][C:12]2=[N:13][CH:14]=1.NC1C(N)=C(N[C@H]2[C@H]3C[C@H](C=C3)[C@H]2C(N)=O)C(Cl)=CN=1.[N:62]1(C2C=C(C=CC=2)C=O)[CH2:67][CH2:66][O:65][CH2:64][CH2:63]1. No catalyst specified. The product is [Cl:8][C:9]1[C:10]([NH:31][C@H:32]2[C@H:37]3[CH2:38][C@H:34]([CH:35]=[CH:36]3)[C@H:33]2[C:39]([NH2:41])=[O:40])=[C:11]2[N:17]=[C:16]([C:18]3[CH:23]=[CH:22][CH:21]=[C:20]([N:62]4[CH2:67][CH2:66][O:65][CH2:64][CH2:63]4)[CH:19]=3)[NH:15][C:12]2=[N:13][CH:14]=1. The yield is 0.110. (7) The reactants are [Br:1][C:2]1[CH:3]=[CH:4][C:5]2[N:6]([CH2:16][CH:17]([OH:21])[C:18](O)=[O:19])[C:7]3[C:12]([C:13]=2[CH:14]=1)=[CH:11][C:10]([Br:15])=[CH:9][CH:8]=3.S(Cl)(Cl)=O.[CH3:26][O:27][C:28]1[CH:33]=[CH:32][CH:31]=[C:30]([NH2:34])[CH:29]=1.CCN(CC)CC. The catalyst is C(Cl)Cl. The product is [Br:15][C:10]1[CH:9]=[CH:8][C:7]2[N:6]([CH2:16][CH:17]([OH:21])[C:18]([NH:34][C:30]3[CH:31]=[CH:32][CH:33]=[C:28]([O:27][CH3:26])[CH:29]=3)=[O:19])[C:5]3[C:13]([C:12]=2[CH:11]=1)=[CH:14][C:2]([Br:1])=[CH:3][CH:4]=3. The yield is 0.480.